Predict the product of the given reaction. From a dataset of Forward reaction prediction with 1.9M reactions from USPTO patents (1976-2016). (1) Given the reactants Cl[C:2]1[C:11]2[C:6](=[CH:7][CH:8]=[C:9]([CH3:12])[CH:10]=2)[N:5]=[C:4]([N:13]2[CH2:19][C:18]3[CH:20]=[CH:21][CH:22]=[CH:23][C:17]=3[S:16](=[O:25])(=[O:24])[CH2:15][CH2:14]2)[CH:3]=1.[O:26]1[CH2:29][C:28]([CH2:32][NH2:33])([CH2:30][NH2:31])[CH2:27]1, predict the reaction product. The product is: [NH2:31][CH2:30][C:28]1([CH2:32][NH:33][C:2]2[C:11]3[C:6](=[CH:7][CH:8]=[C:9]([CH3:12])[CH:10]=3)[N:5]=[C:4]([N:13]3[CH2:19][C:18]4[CH:20]=[CH:21][CH:22]=[CH:23][C:17]=4[S:16](=[O:25])(=[O:24])[CH2:15][CH2:14]3)[CH:3]=2)[CH2:29][O:26][CH2:27]1. (2) Given the reactants Br[C:2]1[CH:24]=[CH:23][C:5]([O:6][CH2:7][C:8]2[C:13]([O:14][CH3:15])=[CH:12][CH:11]=[CH:10][C:9]=2[N:16]2[C:20](=[O:21])[N:19]([CH3:22])[N:18]=[N:17]2)=[C:4]([CH3:25])[CH:3]=1.[B:26]1([B:26]2[O:30][C:29]([CH3:32])([CH3:31])[C:28]([CH3:34])([CH3:33])[O:27]2)[O:30][C:29]([CH3:32])([CH3:31])[C:28]([CH3:34])([CH3:33])[O:27]1.C([O-])(=O)C.[K+].CS(C)=O, predict the reaction product. The product is: [CH3:33][C:28]1([CH3:34])[C:29]([CH3:32])([CH3:31])[O:30][B:26]([C:2]2[CH:24]=[CH:23][C:5]([O:6][CH2:7][C:8]3[C:13]([O:14][CH3:15])=[CH:12][CH:11]=[CH:10][C:9]=3[N:16]3[C:20](=[O:21])[N:19]([CH3:22])[N:18]=[N:17]3)=[C:4]([CH3:25])[CH:3]=2)[O:27]1. (3) Given the reactants [F:1][C:2]1[CH:3]=[C:4]([NH2:9])[CH:5]=[CH:6][C:7]=1[CH3:8].[S:10](C#N)[C:11]#[N:12].[K].BrBr.[OH-].[NH4+], predict the reaction product. The product is: [F:1][C:2]1[C:7]([CH3:8])=[CH:6][C:5]2[S:10][C:11]([NH2:12])=[N:9][C:4]=2[CH:3]=1. (4) Given the reactants [CH:1]1([CH2:4][N:5]2[CH2:30][CH2:29][C@:12]34[C:13]5[C:14]6[O:28][C@H:11]3[C:10](=[CH2:31])[CH2:9][CH2:8][C@@:7]4([OH:32])[C@H:6]2[CH2:19][C:18]=5[CH:17]=[CH:16][C:15]=6[O:20][CH2:21][C:22]2[CH:27]=[CH:26][CH:25]=[CH:24][CH:23]=2)[CH2:3][CH2:2]1.B.C1C[O:37]CC1.[OH-].[Na+].OO, predict the reaction product. The product is: [CH:1]1([CH2:4][N:5]2[CH2:30][CH2:29][C@:12]34[C:13]5[C:14]6[O:28][C@H:11]3[C@@H:10]([CH2:31][OH:37])[CH2:9][CH2:8][C@@:7]4([OH:32])[C@H:6]2[CH2:19][C:18]=5[CH:17]=[CH:16][C:15]=6[O:20][CH2:21][C:22]2[CH:27]=[CH:26][CH:25]=[CH:24][CH:23]=2)[CH2:2][CH2:3]1. (5) Given the reactants [Cl:1][C:2]1[CH:41]=[CH:40][C:5]([O:6][C:7]2[CH:12]=[CH:11][C:10]([N:13]3[C@@H:17]([C:18]4[CH:23]=[CH:22][CH:21]=[CH:20][CH:19]=4)[C@H:16]([C:24]([O:26][CH2:27]C)=[O:25])[N:15](S(C4C=CC(C)=CC=4)(=O)=O)[C:14]3=[O:39])=[CH:9][CH:8]=2)=[CH:4][CH:3]=1.[Mg], predict the reaction product. The product is: [Cl:1][C:2]1[CH:3]=[CH:4][C:5]([O:6][C:7]2[CH:8]=[CH:9][C:10]([N:13]3[C@@H:17]([C:18]4[CH:23]=[CH:22][CH:21]=[CH:20][CH:19]=4)[C@H:16]([C:24]([O:26][CH3:27])=[O:25])[NH:15][C:14]3=[O:39])=[CH:11][CH:12]=2)=[CH:40][CH:41]=1. (6) Given the reactants [N+:1]([C:4]1[CH:12]=[CH:11][CH:10]=[C:9]2[C:5]=1[CH2:6][CH2:7][C:8]2=[O:13])([O-:3])=[O:2].[BH4-].[Na+].[Cl-].[NH4+], predict the reaction product. The product is: [N+:1]([C:4]1[CH:12]=[CH:11][CH:10]=[C:9]2[C:5]=1[CH2:6][CH2:7][CH:8]2[OH:13])([O-:3])=[O:2].